From a dataset of Full USPTO retrosynthesis dataset with 1.9M reactions from patents (1976-2016). Predict the reactants needed to synthesize the given product. (1) Given the product [Br:1][C:2]1[N:7]=[C:6]([C:8]([NH2:11])([CH3:9])[CH3:10])[CH:5]=[CH:4][CH:3]=1, predict the reactants needed to synthesize it. The reactants are: [Br:1][C:2]1[N:7]=[C:6]([C:8]([NH:11]C(=O)C)([CH3:10])[CH3:9])[CH:5]=[CH:4][CH:3]=1.[OH-].[Na+]. (2) Given the product [CH2:1]([N:8]1[CH2:14][CH2:13][C@H:12]([CH2:16][C:17]2[CH:22]=[CH:21][CH:20]=[CH:19][CH:18]=2)[NH:11][CH2:10][CH2:9]1)[C:2]1[CH:3]=[CH:4][CH:5]=[CH:6][CH:7]=1, predict the reactants needed to synthesize it. The reactants are: [CH2:1]([N:8]1[C:14](=O)[CH2:13][C@H:12]([CH2:16][C:17]2[CH:22]=[CH:21][CH:20]=[CH:19][CH:18]=2)[NH:11][C:10](=O)[CH2:9]1)[C:2]1[CH:7]=[CH:6][CH:5]=[CH:4][CH:3]=1.C1COCC1.[H-].[Al+3].[Li+].[H-].[H-].[H-].[OH-].[Na+]. (3) Given the product [O:1]1[CH2:5][CH2:4][O:3][CH:2]1[C:6]1[C:15]([CH2:25][C:24]2[CH:27]=[CH:28][C:29]([F:31])=[CH:30][C:23]=2[F:22])=[CH:14][C:13]2[C:12]([CH3:18])([CH3:17])[CH2:11][CH2:10][C:9]([CH3:20])([CH3:19])[C:8]=2[CH:7]=1, predict the reactants needed to synthesize it. The reactants are: [O:1]1[CH2:5][CH2:4][O:3][CH:2]1[C:6]1[C:15](Br)=[CH:14][C:13]2[C:12]([CH3:18])([CH3:17])[CH2:11][CH2:10][C:9]([CH3:20])([CH3:19])[C:8]=2[CH:7]=1.[Cl-].[F:22][C:23]1[CH:30]=[C:29]([F:31])[CH:28]=[CH:27][C:24]=1[CH2:25][Zn+]. (4) Given the product [CH3:29][O:28][C:22]1[CH:21]=[C:20]([CH:25]=[CH:24][C:23]=1[O:26][CH3:27])[CH2:19][N:6]1[C:5](=[O:30])[C:4]2[C:9](=[CH:10][CH:11]=[C:2]([C:37]#[N:38])[CH:3]=2)[N:8]([CH:12]2[CH2:13][CH2:14][O:15][CH2:16][CH2:17]2)[C:7]1=[O:18], predict the reactants needed to synthesize it. The reactants are: Br[C:2]1[CH:3]=[C:4]2[C:9](=[CH:10][CH:11]=1)[N:8]([CH:12]1[CH2:17][CH2:16][O:15][CH2:14][CH2:13]1)[C:7](=[O:18])[N:6]([CH2:19][C:20]1[CH:25]=[CH:24][C:23]([O:26][CH3:27])=[C:22]([O:28][CH3:29])[CH:21]=1)[C:5]2=[O:30].CCOC(C)=O.[CH3:37][N:38](C=O)C. (5) Given the product [CH3:22][O:23][C:24]1[CH:25]=[C:26]([NH:27][C:2]2[CH:3]=[CH:4][C:5]3[CH2:6][N:7]([CH2:19][C:20]#[N:21])[CH2:8][CH:9]([C:13]4[CH:18]=[CH:17][CH:16]=[CH:15][N:14]=4)[O:10][C:11]=3[N:12]=2)[CH:28]=[CH:29][C:30]=1[N:31]1[CH:35]=[C:34]([CH3:36])[N:33]=[CH:32]1, predict the reactants needed to synthesize it. The reactants are: Cl[C:2]1[CH:3]=[CH:4][C:5]2[CH2:6][N:7]([CH2:19][C:20]#[N:21])[CH2:8][CH:9]([C:13]3[CH:18]=[CH:17][CH:16]=[CH:15][N:14]=3)[O:10][C:11]=2[N:12]=1.[CH3:22][O:23][C:24]1[CH:25]=[C:26]([CH:28]=[CH:29][C:30]=1[N:31]1[CH:35]=[C:34]([CH3:36])[N:33]=[CH:32]1)[NH2:27]. (6) Given the product [F:1][C:2]1[CH:3]=[CH:4][C:5]([C:8]2[N:9]=[C:10]([S:20][CH2:22][CH2:23][OH:24])[NH:11][C:12]=2[C:13]2[CH:18]=[CH:17][N:16]=[C:15]([F:19])[CH:14]=2)=[CH:6][CH:7]=1, predict the reactants needed to synthesize it. The reactants are: [F:1][C:2]1[CH:7]=[CH:6][C:5]([C:8]2[NH:9][C:10](=[S:20])[NH:11][C:12]=2[C:13]2[CH:18]=[CH:17][N:16]=[C:15]([F:19])[CH:14]=2)=[CH:4][CH:3]=1.Br[CH2:22][CH2:23][OH:24].[O-]CC.[Na+].